This data is from Catalyst prediction with 721,799 reactions and 888 catalyst types from USPTO. The task is: Predict which catalyst facilitates the given reaction. (1) Reactant: [C:1](=O)([S:3][CH2:4][C:5]1[CH:10]=[CH:9][CH:8]=[CH:7][C:6]=1[C:11]1[CH:16]=[C:15]([F:17])[C:14]([C:18]2[CH:23]=[N:22][C:21]([NH2:24])=[CH:20][N:19]=2)=[CH:13][CH:12]=1)[CH3:2].C1C=CC(P(C2C=CC=CC=2)C2C=CC=CC=2)=CC=1.C([O-])([O-])=O.[K+].[K+].BrCC. Product: [CH2:1]([S:3][CH2:4][C:5]1[CH:10]=[CH:9][CH:8]=[CH:7][C:6]=1[C:11]1[CH:12]=[CH:13][C:14]([C:18]2[N:19]=[CH:20][C:21]([NH2:24])=[N:22][CH:23]=2)=[C:15]([F:17])[CH:16]=1)[CH3:2]. The catalyst class is: 5. (2) Reactant: [NH2:1][C:2]1[CH:7]=[CH:6][C:5]([N:8]2[C:16]3[C:11](=[CH:12][CH:13]=[CH:14][CH:15]=3)[CH:10]=[C:9]2[C:17]([OH:19])=[O:18])=[CH:4][CH:3]=1.CO[CH:22]1[CH2:26][CH2:25][CH:24](OC)O1. Product: [N:1]1([C:2]2[CH:3]=[CH:4][C:5]([N:8]3[C:16]4[C:11](=[CH:12][CH:13]=[CH:14][CH:15]=4)[CH:10]=[C:9]3[C:17]([OH:19])=[O:18])=[CH:6][CH:7]=2)[CH:22]=[CH:26][CH:25]=[CH:24]1. The catalyst class is: 15. (3) Reactant: C(NC(C)C)(C)C.[Li].[Br:9][C:10]1[CH:22]=[CH:21][C:13]([C:14]([N:16]([CH2:19][CH3:20])[CH2:17][CH3:18])=[O:15])=[C:12]([CH3:23])[CH:11]=1.CON(C)[C:27](=[O:29])[CH3:28]. Product: [Br:9][C:10]1[CH:22]=[CH:21][C:13]([C:14]([N:16]([CH2:17][CH3:18])[CH2:19][CH3:20])=[O:15])=[C:12]([CH2:23][C:27](=[O:29])[CH3:28])[CH:11]=1. The catalyst class is: 1. (4) Reactant: [C:1]([O:5][C:6]([NH:8][CH2:9][CH:10]1[CH2:15][CH2:14][CH2:13][NH:12][CH2:11]1)=[O:7])([CH3:4])([CH3:3])[CH3:2].C[Si]([N:20]=[C:21]=[O:22])(C)C. Product: [C:1]([O:5][C:6]([NH:8][CH2:9][CH:10]1[CH2:15][CH2:14][CH2:13][N:12]([C:21]([NH2:20])=[O:22])[CH2:11]1)=[O:7])([CH3:4])([CH3:2])[CH3:3]. The catalyst class is: 4. (5) Reactant: [CH2:1]([NH2:8])[C:2]1[CH:7]=[CH:6][CH:5]=[CH:4][CH:3]=1.CCN(CC)CC.[Cl:16][CH2:17][CH2:18][CH2:19][S:20](Cl)(=[O:22])=[O:21]. Product: [CH2:1]([NH:8][S:20]([CH2:19][CH2:18][CH2:17][Cl:16])(=[O:22])=[O:21])[C:2]1[CH:7]=[CH:6][CH:5]=[CH:4][CH:3]=1. The catalyst class is: 2. (6) Reactant: [CH3:1][O:2][C:3]1[C:11]([O:12][CH3:13])=[C:10]([O:14][CH3:15])[CH:9]=[C:8]2[C:4]=1[CH:5](C1C=C(OC)C(OC)=C(OC)C=1)[CH2:6][C:7]2=[O:16].C1OC2C=CC(C=O)=CC=2O1.Cl. Product: [CH3:1][O:2][C:3]1[C:11]([O:12][CH3:13])=[C:10]([O:14][CH3:15])[CH:9]=[C:8]2[C:4]=1[CH2:5][CH2:6][C:7]2=[O:16]. The catalyst class is: 611.